From a dataset of Aqueous solubility values for 9,982 compounds from the AqSolDB database. Regression/Classification. Given a drug SMILES string, predict its absorption, distribution, metabolism, or excretion properties. Task type varies by dataset: regression for continuous measurements (e.g., permeability, clearance, half-life) or binary classification for categorical outcomes (e.g., BBB penetration, CYP inhibition). For this dataset (solubility_aqsoldb), we predict Y. (1) The molecule is CCCCCCCCCC(=O)Oc1ccc(C(=O)O)cc1. The Y is -5.42 log mol/L. (2) The compound is COc1ccc2cc(C(C)C(=O)OC3COC4C(O)COC34)ccc2c1. The Y is -3.98 log mol/L.